From a dataset of Peptide-MHC class II binding affinity with 134,281 pairs from IEDB. Regression. Given a peptide amino acid sequence and an MHC pseudo amino acid sequence, predict their binding affinity value. This is MHC class II binding data. (1) The peptide sequence is FMDIWTYNAELLVLLDNE. The MHC is DRB1_1501 with pseudo-sequence DRB1_1501. The binding affinity (normalized) is 1.00. (2) The peptide sequence is ENGEWAIDFCPGVIRRHHG. The MHC is DRB1_0901 with pseudo-sequence DRB1_0901. The binding affinity (normalized) is 0.279. (3) The peptide sequence is GELQIVDDIDAAFKI. The MHC is DRB4_0101 with pseudo-sequence DRB4_0103. The binding affinity (normalized) is 0.554. (4) The binding affinity (normalized) is 0.0398. The MHC is DRB1_0301 with pseudo-sequence DRB1_0301. The peptide sequence is QGQWRGAAGTAAQAA. (5) The peptide sequence is EKIQKAFDDIAKYFSK. The MHC is HLA-DQA10501-DQB10201 with pseudo-sequence HLA-DQA10501-DQB10201. The binding affinity (normalized) is 0.303.